Dataset: NCI-60 drug combinations with 297,098 pairs across 59 cell lines. Task: Regression. Given two drug SMILES strings and cell line genomic features, predict the synergy score measuring deviation from expected non-interaction effect. (1) Drug 1: CCCCCOC(=O)NC1=NC(=O)N(C=C1F)C2C(C(C(O2)C)O)O. Drug 2: CCC1(C2=C(COC1=O)C(=O)N3CC4=CC5=C(C=CC(=C5CN(C)C)O)N=C4C3=C2)O.Cl. Cell line: SK-OV-3. Synergy scores: CSS=12.9, Synergy_ZIP=-5.07, Synergy_Bliss=1.53, Synergy_Loewe=-17.8, Synergy_HSA=-0.859. (2) Drug 1: CC1=C(C=C(C=C1)NC2=NC=CC(=N2)N(C)C3=CC4=NN(C(=C4C=C3)C)C)S(=O)(=O)N.Cl. Drug 2: CC(CN1CC(=O)NC(=O)C1)N2CC(=O)NC(=O)C2. Cell line: MALME-3M. Synergy scores: CSS=15.6, Synergy_ZIP=-3.11, Synergy_Bliss=2.81, Synergy_Loewe=2.74, Synergy_HSA=2.83. (3) Drug 1: CN1C2=C(C=C(C=C2)N(CCCl)CCCl)N=C1CCCC(=O)O.Cl. Drug 2: C1CN(CCN1C(=O)CCBr)C(=O)CCBr. Cell line: A549. Synergy scores: CSS=25.8, Synergy_ZIP=2.04, Synergy_Bliss=4.30, Synergy_Loewe=-11.0, Synergy_HSA=3.08. (4) Cell line: SW-620. Synergy scores: CSS=40.5, Synergy_ZIP=-1.64, Synergy_Bliss=-2.71, Synergy_Loewe=-25.1, Synergy_HSA=1.21. Drug 1: C1=CN(C(=O)N=C1N)C2C(C(C(O2)CO)O)O.Cl. Drug 2: C1CN(CCN1C(=O)CCBr)C(=O)CCBr. (5) Drug 1: COC1=CC(=CC(=C1O)OC)C2C3C(COC3=O)C(C4=CC5=C(C=C24)OCO5)OC6C(C(C7C(O6)COC(O7)C8=CC=CS8)O)O. Drug 2: CC1=C(C(=CC=C1)Cl)NC(=O)C2=CN=C(S2)NC3=CC(=NC(=N3)C)N4CCN(CC4)CCO. Cell line: MDA-MB-435. Synergy scores: CSS=-7.09, Synergy_ZIP=2.51, Synergy_Bliss=1.15, Synergy_Loewe=-5.39, Synergy_HSA=-5.17. (6) Drug 1: C1=NNC2=C1C(=O)NC=N2. Drug 2: C(CN)CNCCSP(=O)(O)O. Cell line: SF-295. Synergy scores: CSS=-0.151, Synergy_ZIP=-3.60, Synergy_Bliss=-8.91, Synergy_Loewe=-14.9, Synergy_HSA=-7.99.